This data is from Forward reaction prediction with 1.9M reactions from USPTO patents (1976-2016). The task is: Predict the product of the given reaction. Given the reactants S(=O)(=O)(O)O.[F:6][C:7]([F:20])([F:19])[O:8][C:9]1[CH:14]=[CH:13][C:12]([CH2:15][C:16]([OH:18])=[O:17])=[CH:11][CH:10]=1.[CH2:21](O)[CH3:22], predict the reaction product. The product is: [F:6][C:7]([F:19])([F:20])[O:8][C:9]1[CH:10]=[CH:11][C:12]([CH2:15][C:16]([O:18][CH2:21][CH3:22])=[O:17])=[CH:13][CH:14]=1.